Dataset: NCI-60 drug combinations with 297,098 pairs across 59 cell lines. Task: Regression. Given two drug SMILES strings and cell line genomic features, predict the synergy score measuring deviation from expected non-interaction effect. (1) Drug 1: C1=CC(=CC=C1CCC2=CNC3=C2C(=O)NC(=N3)N)C(=O)NC(CCC(=O)O)C(=O)O. Drug 2: N.N.Cl[Pt+2]Cl. Cell line: OVCAR-4. Synergy scores: CSS=28.2, Synergy_ZIP=-0.165, Synergy_Bliss=-2.35, Synergy_Loewe=-22.2, Synergy_HSA=-1.93. (2) Drug 1: CC12CCC(CC1=CCC3C2CCC4(C3CC=C4C5=CN=CC=C5)C)O. Drug 2: C1=CC(=CC=C1CCCC(=O)O)N(CCCl)CCCl. Cell line: COLO 205. Synergy scores: CSS=36.0, Synergy_ZIP=-3.56, Synergy_Bliss=-1.92, Synergy_Loewe=-6.73, Synergy_HSA=-4.99. (3) Drug 1: C1=CC(=CC=C1CCC2=CNC3=C2C(=O)NC(=N3)N)C(=O)NC(CCC(=O)O)C(=O)O. Drug 2: CC1CCCC2(C(O2)CC(NC(=O)CC(C(C(=O)C(C1O)C)(C)C)O)C(=CC3=CSC(=N3)C)C)C. Cell line: 786-0. Synergy scores: CSS=23.1, Synergy_ZIP=1.47, Synergy_Bliss=2.39, Synergy_Loewe=2.06, Synergy_HSA=2.24. (4) Drug 1: CCC1(CC2CC(C3=C(CCN(C2)C1)C4=CC=CC=C4N3)(C5=C(C=C6C(=C5)C78CCN9C7C(C=CC9)(C(C(C8N6C=O)(C(=O)OC)O)OC(=O)C)CC)OC)C(=O)OC)O.OS(=O)(=O)O. Drug 2: C1C(C(OC1N2C=NC3=C(N=C(N=C32)Cl)N)CO)O. Cell line: A498. Synergy scores: CSS=14.5, Synergy_ZIP=-5.17, Synergy_Bliss=0.745, Synergy_Loewe=0.112, Synergy_HSA=0.683. (5) Synergy scores: CSS=0.793, Synergy_ZIP=0.410, Synergy_Bliss=0.749, Synergy_Loewe=-0.326, Synergy_HSA=-1.01. Cell line: NCI-H460. Drug 2: C1=NC2=C(N=C(N=C2N1C3C(C(C(O3)CO)O)F)Cl)N. Drug 1: C1=CC=C(C(=C1)C(C2=CC=C(C=C2)Cl)C(Cl)Cl)Cl. (6) Drug 1: C1C(C(OC1N2C=NC3=C(N=C(N=C32)Cl)N)CO)O. Drug 2: CN1C(=O)N2C=NC(=C2N=N1)C(=O)N. Cell line: HS 578T. Synergy scores: CSS=6.34, Synergy_ZIP=-0.702, Synergy_Bliss=-0.681, Synergy_Loewe=0.528, Synergy_HSA=0.909. (7) Drug 1: CCN(CC)CCNC(=O)C1=C(NC(=C1C)C=C2C3=C(C=CC(=C3)F)NC2=O)C. Drug 2: C1CCC(C(C1)N)N.C(=O)(C(=O)[O-])[O-].[Pt+4]. Cell line: RXF 393. Synergy scores: CSS=1.66, Synergy_ZIP=-1.20, Synergy_Bliss=-3.72, Synergy_Loewe=-8.03, Synergy_HSA=-7.18.